From a dataset of Reaction yield outcomes from USPTO patents with 853,638 reactions. Predict the reaction yield, written as a fraction of the theoretical maximum amount of product (1.0 means a 100% yield; for example, 0.34 means a 34% yield). (1) The reactants are [Br:1][C:2]1[CH:21]=[CH:20][C:5]([CH2:6][CH:7]2[C:16](=[CH:17][O:18]C)[CH2:15][CH2:14][C:9]3(OCC[O:10]3)[CH2:8]2)=[CH:4][CH:3]=1. The catalyst is C1COCC1. The product is [Br:1][C:2]1[CH:3]=[CH:4][C:5]([CH2:6][CH:7]2[CH2:8][C:9](=[O:10])[CH2:14][CH2:15][CH:16]2[CH:17]=[O:18])=[CH:20][CH:21]=1. The yield is 0.920. (2) The reactants are Cl[C:2]1[N:9]=[C:8]([N:10]([CH2:12][C:13]([CH3:16])([CH3:15])[CH3:14])[CH3:11])[C:7]([F:17])=[CH:6][C:3]=1[C:4]#[N:5].[NH2:18][C:19]1[CH:20]=[C:21]([CH:27]=[CH:28][C:29]=1[CH3:30])[C:22]([NH:24][O:25][CH3:26])=[O:23].[F-].[K+]. The catalyst is CS(C)=O. The product is [C:4]([C:3]1[C:2]([NH:18][C:19]2[CH:20]=[C:21]([CH:27]=[CH:28][C:29]=2[CH3:30])[C:22]([NH:24][O:25][CH3:26])=[O:23])=[N:9][C:8]([N:10]([CH2:12][C:13]([CH3:16])([CH3:15])[CH3:14])[CH3:11])=[C:7]([F:17])[CH:6]=1)#[N:5]. The yield is 0.0400. (3) The reactants are [CH2:1]([O:8][N:9]1[C:15](=[O:16])[N:14]2[CH2:17][C@H:10]1[CH2:11][CH2:12][C@H:13]2[C:18]([OH:20])=O)[C:2]1[CH:7]=[CH:6][CH:5]=[CH:4][CH:3]=1.[NH2:21][O:22][CH2:23][CH2:24][NH:25][S:26]([NH:29][C:30](=[O:36])[O:31][C:32]([CH3:35])([CH3:34])[CH3:33])(=[O:28])=[O:27].ON1C2C=CC=CC=2N=N1.Cl.C(N=C=NCCCN(C)C)C. The catalyst is C(Cl)Cl. The product is [CH2:1]([O:8][N:9]1[C:15](=[O:16])[N:14]2[CH2:17][C@H:10]1[CH2:11][CH2:12][C@H:13]2[C:18]([NH:21][O:22][CH2:23][CH2:24][NH:25][S:26]([NH:29][C:30](=[O:36])[O:31][C:32]([CH3:34])([CH3:33])[CH3:35])(=[O:28])=[O:27])=[O:20])[C:2]1[CH:3]=[CH:4][CH:5]=[CH:6][CH:7]=1. The yield is 0.930. (4) The reactants are [CH3:1][C:2]1[C:3]([C:9]#[N:10])=[N:4][C:5]([CH3:8])=[CH:6][CH:7]=1. The catalyst is CCO.[Ni]. The product is [CH3:1][C:2]1[C:3]([CH2:9][NH2:10])=[N:4][C:5]([CH3:8])=[CH:6][CH:7]=1. The yield is 0.990. (5) The reactants are [CH2:1]([O:8][C:9]1[CH:14]=[CH:13][C:12]([C:15]2[CH:16]=[N:17][C:18]3[N:19]([N:27]=[CH:28][C:29]=3[N+:30]([O-])=O)[C:20]=2[CH:21]2[CH2:26][CH2:25][CH2:24][CH2:23][CH2:22]2)=[CH:11][CH:10]=1)[C:2]1[CH:7]=[CH:6][CH:5]=[CH:4][CH:3]=1.[Sn](Cl)Cl. The catalyst is C(OCC)(=O)C. The product is [CH2:1]([O:8][C:9]1[CH:10]=[CH:11][C:12]([C:15]2[CH:16]=[N:17][C:18]3[N:19]([N:27]=[CH:28][C:29]=3[NH2:30])[C:20]=2[CH:21]2[CH2:26][CH2:25][CH2:24][CH2:23][CH2:22]2)=[CH:13][CH:14]=1)[C:2]1[CH:7]=[CH:6][CH:5]=[CH:4][CH:3]=1. The yield is 0.360.